This data is from Full USPTO retrosynthesis dataset with 1.9M reactions from patents (1976-2016). The task is: Predict the reactants needed to synthesize the given product. (1) Given the product [C:1]([C@@H:5]1[CH2:10][CH2:9][C@H:8]([C:11]2[N:22]3[C:17]([C:18](=[O:28])[NH:19][C:20]([C:23]4([O:26][CH3:27])[CH2:25][CH2:24]4)=[N:21]3)=[C:14]([CH2:15][CH3:16])[N:13]=2)[CH2:7][CH2:6]1)([CH3:4])([CH3:3])[CH3:2], predict the reactants needed to synthesize it. The reactants are: [C:1]([CH:5]1[CH2:10][CH2:9][CH:8]([C:11]([NH:13][CH:14]([C:17]2[C:18](=[O:28])[NH:19][C:20]([C:23]3([O:26][CH3:27])[CH2:25][CH2:24]3)=[N:21][N:22]=2)[CH2:15][CH3:16])=O)[CH2:7][CH2:6]1)([CH3:4])([CH3:3])[CH3:2].P(Cl)(Cl)(Cl)=O. (2) Given the product [CH3:71][O:70][C:67]1[N:68]=[CH:69][C:64]([NH:57][C:55](=[O:56])[C:54]2[CH:58]=[CH:59][N:60]=[C:52]([NH:51][C:48]3[CH:47]=[CH:46][C:45]([C:44]([F:43])([F:61])[F:62])=[CH:50][N:49]=3)[CH:53]=2)=[C:65]([C:72]2([CH3:77])[O:76][CH2:75][CH2:74][O:73]2)[CH:66]=1, predict the reactants needed to synthesize it. The reactants are: CC1(C)C2C(=C(P(C3C=CC=CC=3)C3C=CC=CC=3)C=CC=2)OC2C(P(C3C=CC=CC=3)C3C=CC=CC=3)=CC=CC1=2.[F:43][C:44]([F:62])([F:61])[C:45]1[CH:46]=[CH:47][C:48]([NH:51][C:52]2[CH:53]=[C:54]([CH:58]=[CH:59][N:60]=2)[C:55]([NH2:57])=[O:56])=[N:49][CH:50]=1.Br[C:64]1[C:65]([C:72]2([CH3:77])[O:76][CH2:75][CH2:74][O:73]2)=[CH:66][C:67]([O:70][CH3:71])=[N:68][CH:69]=1. (3) Given the product [CH2:7]([NH:3][C:1]([N:35]1[C:36]2[C:32](=[CH:31][C:30]([C:18]([C:20]3[C:28]4[C:23](=[CH:24][CH:25]=[CH:26][CH:27]=4)[N:22]([CH2:29][CH:13]=[CH2:14])[CH:21]=3)([OH:19])[C:17]([F:16])([F:39])[F:40])=[CH:38][CH:37]=2)[CH:33]=[N:34]1)=[O:2])[CH3:6], predict the reactants needed to synthesize it. The reactants are: [C:1](N1C=CN=C1)([N:3]1[CH:7]=[CH:6]N=C1)=[O:2].[CH2:13](N)[CH3:14].[F:16][C:17]([F:40])([F:39])[C:18]([C:30]1[CH:31]=[C:32]2[C:36](=[CH:37][CH:38]=1)[NH:35][N:34]=[CH:33]2)([C:20]1[C:28]2[C:23](=[CH:24][CH:25]=[CH:26][CH:27]=2)[N:22]([CH3:29])[CH:21]=1)[OH:19]. (4) Given the product [C:16]([CH:5]1[CH2:6][CH2:7][N:8]([C:11]([O:13][CH2:14][CH3:15])=[O:12])[CH2:9][CH2:10]1)#[N:18], predict the reactants needed to synthesize it. The reactants are: C(N[CH:5]1[CH2:10][CH2:9][N:8]([C:11]([O:13][CH2:14][CH3:15])=[O:12])[CH2:7][CH2:6]1)(=O)C.[C:16](#[N:18])C.S(Cl)(Cl)=O.CC(O)C. (5) Given the product [Cl:17][C:18]1[N:19]=[C:20]([N:2]([CH3:1])[CH2:3][C:4]2[CH:9]=[CH:8][N:7]=[CH:6][CH:5]=2)[C:21]([F:25])=[C:22]([Cl:24])[N:23]=1, predict the reactants needed to synthesize it. The reactants are: [CH3:1][NH:2][CH2:3][C:4]1[CH:9]=[CH:8][N:7]=[CH:6][CH:5]=1.C(N(CC)CC)C.[Cl:17][C:18]1[N:23]=[C:22]([Cl:24])[C:21]([F:25])=[C:20](Cl)[N:19]=1. (6) The reactants are: [Cl:1][C:2]1[C:9]([O:10][C:11]2[C:19]3[N:18]=[N:17][NH:16][C:15]=3[CH:14]=[CH:13][C:12]=2[Cl:20])=[CH:8][C:7]([Cl:21])=[CH:6][C:3]=1[C:4]#[N:5].CC(C)([O-])C.[Li+].Cl[CH2:29][C:30]1[C:38]2[C:33](=[N:34][C:35]([NH:39][CH2:40][C:41]3[CH:46]=[CH:45][C:44]([O:47][CH3:48])=[CH:43][CH:42]=3)=[CH:36][CH:37]=2)[N:32]([CH2:49][C:50]2[CH:55]=[CH:54][C:53]([O:56][CH3:57])=[CH:52][CH:51]=2)[N:31]=1.[Cl-].[NH4+]. Given the product [Cl:1][C:2]1[C:9]([O:10][C:11]2[C:19]3[N:18]=[N:17][N:16]([CH2:29][C:30]4[C:38]5[C:33](=[N:34][C:35]([NH:39][CH2:40][C:41]6[CH:42]=[CH:43][C:44]([O:47][CH3:48])=[CH:45][CH:46]=6)=[CH:36][CH:37]=5)[N:32]([CH2:49][C:50]5[CH:51]=[CH:52][C:53]([O:56][CH3:57])=[CH:54][CH:55]=5)[N:31]=4)[C:15]=3[CH:14]=[CH:13][C:12]=2[Cl:20])=[CH:8][C:7]([Cl:21])=[CH:6][C:3]=1[C:4]#[N:5], predict the reactants needed to synthesize it. (7) Given the product [F:1][C:2]1[CH:3]=[CH:4][C:5]([C:8]2[CH:13]=[CH:12][N:11]3[C:14]([I:17])=[CH:15][N:16]=[C:10]3[CH:9]=2)=[CH:6][CH:7]=1, predict the reactants needed to synthesize it. The reactants are: [F:1][C:2]1[CH:7]=[CH:6][C:5]([C:8]2[CH:13]=[CH:12][N:11]3[CH:14]=[CH:15][N:16]=[C:10]3[CH:9]=2)=[CH:4][CH:3]=1.[I:17]N1C(=O)CCC1=O.O.